Dataset: Full USPTO retrosynthesis dataset with 1.9M reactions from patents (1976-2016). Task: Predict the reactants needed to synthesize the given product. (1) Given the product [Cl:1][C:2]1[C:3]([NH:25][C:26]2[CH:35]=[CH:34][CH:33]=[CH:32][C:27]=2[C:28]([NH:30][CH3:31])=[O:29])=[N:4][C:5]([NH:8][C:9]2[CH:10]=[C:11]3[C:17](=[CH:18][CH:19]=2)[CH:16]2[CH2:20][CH2:21][CH:12]3[CH2:13][N:14]([CH2:22][C:23]#[N:39])[CH2:15]2)=[N:6][CH:7]=1, predict the reactants needed to synthesize it. The reactants are: [Cl:1][C:2]1[C:3]([NH:25][C:26]2[CH:35]=[CH:34][CH:33]=[CH:32][C:27]=2[C:28]([NH:30][CH3:31])=[O:29])=[N:4][C:5]([NH:8][C:9]2[CH:10]=[C:11]3[C:17](=[CH:18][CH:19]=2)[CH:16]2[CH2:20][CH2:21][CH:12]3[CH2:13][N:14]([CH2:22][C:23]#C)[CH2:15]2)=[N:6][CH:7]=1.BrCC#[N:39]. (2) Given the product [NH:8]1[C:7]2[CH:6]=[CH:5][C:4]([C:9]3[CH:15]=[CH:14][C:12]4[N:13]=[C:27](/[CH:26]=[CH:25]/[C:22]5[CH:23]=[CH:24][C:19]([N:18]([CH3:29])[CH3:17])=[CH:20][CH:21]=5)[NH:16][C:11]=4[CH:10]=3)=[CH:3][C:2]=2[N:1]=[C:27]1/[CH:26]=[CH:25]/[C:22]1[CH:21]=[CH:20][C:19]([N:18]([CH3:17])[CH3:29])=[CH:24][CH:23]=1, predict the reactants needed to synthesize it. The reactants are: [NH2:1][C:2]1[CH:3]=[C:4]([C:9]2[CH:15]=[CH:14][C:12]([NH2:13])=[C:11]([NH2:16])[CH:10]=2)[CH:5]=[CH:6][C:7]=1[NH2:8].[CH3:17][N:18]([CH3:29])[C:19]1[CH:24]=[CH:23][C:22]([CH:25]=[CH:26][CH:27]=O)=[CH:21][CH:20]=1. (3) Given the product [CH3:42][N:43]([C:50]1[CH:55]=[CH:54][C:53]([F:56])=[CH:52][CH:51]=1)[C:8]([C:5]1[C:4]([N:11]([S:15]([C:18]2[CH:23]=[CH:22][C:21]([Cl:24])=[C:20]([C:25]([F:27])([F:28])[F:26])[CH:19]=2)(=[O:17])=[O:16])[CH2:12][O:13][CH3:14])=[CH:3][C:2]([Cl:1])=[CH:7][N:6]=1)=[O:10], predict the reactants needed to synthesize it. The reactants are: [Cl:1][C:2]1[CH:3]=[C:4]([N:11]([S:15]([C:18]2[CH:23]=[CH:22][C:21]([Cl:24])=[C:20]([C:25]([F:28])([F:27])[F:26])[CH:19]=2)(=[O:17])=[O:16])[CH2:12][O:13][CH3:14])[C:5]([C:8]([OH:10])=O)=[N:6][CH:7]=1.C(Cl)(=O)C(Cl)=O.C(N(CC)CC)C.[CH3:42][N:43]([C:50]1[CH:55]=[CH:54][C:53]([F:56])=[CH:52][CH:51]=1)C1C=CC=CC=1.